This data is from Peptide-MHC class II binding affinity with 134,281 pairs from IEDB. The task is: Regression. Given a peptide amino acid sequence and an MHC pseudo amino acid sequence, predict their binding affinity value. This is MHC class II binding data. (1) The peptide sequence is IGSRGRRSCRAARRP. The MHC is DRB1_0401 with pseudo-sequence DRB1_0401. The binding affinity (normalized) is 0.460. (2) The peptide sequence is SVIDCNTCVTQTVDFSLDPT. The MHC is DRB1_0101 with pseudo-sequence DRB1_0101. The binding affinity (normalized) is 0. (3) The peptide sequence is KMPMYIAGYKTFDGR. The MHC is HLA-DQA10301-DQB10302 with pseudo-sequence HLA-DQA10301-DQB10302. The binding affinity (normalized) is 0.167. (4) The peptide sequence is RGDSRLTYQWHKEGS. The MHC is DRB1_1301 with pseudo-sequence DRB1_1301. The binding affinity (normalized) is 0.366. (5) The binding affinity (normalized) is 0.529. The MHC is DRB1_1302 with pseudo-sequence DRB1_1302. The peptide sequence is DYVRMWVQAATAMSA. (6) The peptide sequence is MGVSDVPRDLEVVAA. The binding affinity (normalized) is 0.183. The MHC is DRB3_0101 with pseudo-sequence DRB3_0101.